From a dataset of Reaction yield outcomes from USPTO patents with 853,638 reactions. Predict the reaction yield, written as a fraction of the theoretical maximum amount of product (1.0 means a 100% yield; for example, 0.34 means a 34% yield). The reactants are Cl[C:2]1[CH:7]=[C:6]([Cl:8])[N:5]=[CH:4][N:3]=1.[O:9]1[CH2:14][CH2:13][N:12]([C:15]2[CH:21]=[CH:20][C:18]([NH2:19])=[CH:17][CH:16]=2)[CH2:11][CH2:10]1. The catalyst is CC(O)C. The product is [Cl:8][C:6]1[N:5]=[CH:4][N:3]=[C:2]([NH:19][C:18]2[CH:17]=[CH:16][C:15]([N:12]3[CH2:13][CH2:14][O:9][CH2:10][CH2:11]3)=[CH:21][CH:20]=2)[CH:7]=1. The yield is 0.460.